The task is: Regression. Given a peptide amino acid sequence and an MHC pseudo amino acid sequence, predict their binding affinity value. This is MHC class I binding data.. This data is from Peptide-MHC class I binding affinity with 185,985 pairs from IEDB/IMGT. (1) The peptide sequence is FQAGWEDPT. The MHC is HLA-A02:01 with pseudo-sequence HLA-A02:01. The binding affinity (normalized) is 0.440. (2) The peptide sequence is DIIRAHPWF. The MHC is HLA-B40:01 with pseudo-sequence HLA-B40:01. The binding affinity (normalized) is 0.0847. (3) The binding affinity (normalized) is 0.0847. The peptide sequence is ESDKGSSQS. The MHC is HLA-A30:01 with pseudo-sequence HLA-A30:01. (4) The peptide sequence is FPPTSFGPL. The MHC is HLA-C14:02 with pseudo-sequence HLA-C14:02. The binding affinity (normalized) is 0.520. (5) The peptide sequence is QIYAGIKVK. The MHC is HLA-B44:03 with pseudo-sequence HLA-B44:03. The binding affinity (normalized) is 0.